This data is from Catalyst prediction with 721,799 reactions and 888 catalyst types from USPTO. The task is: Predict which catalyst facilitates the given reaction. (1) Reactant: [CH2:1]([O:3][C:4]([N:6]1[C:15]2[C:10](=[CH:11][C:12]([C:16]([F:19])([F:18])[F:17])=[CH:13][CH:14]=2)[C@H:9]([NH2:20])[CH2:8][C@@H:7]1[CH2:21][CH3:22])=[O:5])[CH3:2].C(O)(=O)C.[F:27][C:28]([F:42])([F:41])[C:29]1[CH:30]=[C:31]([CH:34]=[C:35]([C:37]([F:40])([F:39])[F:38])[CH:36]=1)[CH:32]=O.C(O[BH-](OC(=O)C)OC(=O)C)(=O)C.[Na+]. Product: [CH2:1]([O:3][C:4]([N:6]1[C:15]2[C:10](=[CH:11][C:12]([C:16]([F:17])([F:18])[F:19])=[CH:13][CH:14]=2)[C@H:9]([NH:20][CH2:32][C:31]2[CH:34]=[C:35]([C:37]([F:39])([F:40])[F:38])[CH:36]=[C:29]([C:28]([F:27])([F:41])[F:42])[CH:30]=2)[CH2:8][C@@H:7]1[CH2:21][CH3:22])=[O:5])[CH3:2]. The catalyst class is: 500. (2) Product: [CH3:8][CH:9]([CH3:26])[CH2:10][C@@H:11]([NH:12][C:65](=[O:66])[CH:57]([NH:56][C:54](=[O:55])[O:53][C:49]([CH3:50])([CH3:51])[CH3:52])[CH2:58][C:59]1[CH:64]=[CH:63][CH:62]=[CH:61][CH:60]=1)[B:13]1[O:17][C@H:16]2[CH2:18][C@@H:19]3[CH2:22][C@H:21]([C@:15]2([CH3:25])[O:14]1)[C:20]3([CH3:24])[CH3:23]. Reactant: FC(F)(F)C(O)=O.[CH3:8][CH:9]([CH3:26])[CH2:10][C@@H:11]([B:13]1[O:17][C@@H:16]2[CH2:18][C@@H:19]3[CH2:22][C@H:21]([C@:15]2([CH3:25])[O:14]1)[C:20]3([CH3:24])[CH3:23])[NH2:12].F[B-](F)(F)F.N1(OC(N(C)C)=[N+](C)C)C2C=CC=CC=2N=N1.[C:49]([O:53][C:54]([NH:56][C@H:57]([C:65](O)=[O:66])[CH2:58][C:59]1[CH:64]=[CH:63][CH:62]=[CH:61][CH:60]=1)=[O:55])([CH3:52])([CH3:51])[CH3:50].C(N(CC)C(C)C)(C)C. The catalyst class is: 4. (3) Reactant: [CH2:1]([O:3][C:4]1[CH:5]=[C:6]([C:13](=[O:19])[CH2:14][CH2:15][C:16]([OH:18])=O)[CH:7]=[CH:8][C:9]=1[O:10][CH2:11][CH3:12])[CH3:2].[N:20]1[CH:25]=[CH:24][C:23]([C:26]2[C:35]3[C:30](=[CH:31][CH:32]=[CH:33][CH:34]=3)[N:29]=[C:28]([NH2:36])[CH:27]=2)=[CH:22][CH:21]=1.CCN=C=NCCCN(C)C.C1C=CC2N(O)N=NC=2C=1. Product: [CH2:1]([O:3][C:4]1[CH:5]=[C:6]([C:13](=[O:19])[CH2:14][CH2:15][C:16]([NH:36][C:28]2[CH:27]=[C:26]([C:23]3[CH:24]=[CH:25][N:20]=[CH:21][CH:22]=3)[C:35]3[C:30](=[CH:31][CH:32]=[CH:33][CH:34]=3)[N:29]=2)=[O:18])[CH:7]=[CH:8][C:9]=1[O:10][CH2:11][CH3:12])[CH3:2]. The catalyst class is: 47.